This data is from Forward reaction prediction with 1.9M reactions from USPTO patents (1976-2016). The task is: Predict the product of the given reaction. (1) Given the reactants [F:1][C:2]1[CH:3]=[C:4]([OH:11])[CH:5]=[CH:6][C:7]=1[N+:8]([O-])=O.O1CCCC1, predict the reaction product. The product is: [NH2:8][C:7]1[CH:6]=[CH:5][C:4]([OH:11])=[CH:3][C:2]=1[F:1]. (2) Given the reactants [Cl:1][C:2]1[CH:3]=[C:4]([CH3:27])[C:5]([CH2:8][N:9]([CH2:16][C:17]2[C:26]3[C:21](=[CH:22][CH:23]=[CH:24][CH:25]=3)[CH:20]=[CH:19][N:18]=2)[CH:10]2[CH2:15][CH2:14][NH:13][CH2:12][CH2:11]2)=[N:6][CH:7]=1.[O:28]([C:35]([NH:37][OH:38])=O)C1C=CC=CC=1, predict the reaction product. The product is: [OH:38][NH:37][C:35]([N:13]1[CH2:14][CH2:15][CH:10]([N:9]([CH2:8][C:5]2[C:4]([CH3:27])=[CH:3][C:2]([Cl:1])=[CH:7][N:6]=2)[CH2:16][C:17]2[C:26]3[C:21](=[CH:22][CH:23]=[CH:24][CH:25]=3)[CH:20]=[CH:19][N:18]=2)[CH2:11][CH2:12]1)=[O:28]. (3) Given the reactants [Cl:1][C:2]1[C:3]([NH:12][S:13]([C:16]2[CH:25]=[CH:24][C:19]([C:20]([O:22][CH3:23])=[O:21])=[CH:18][CH:17]=2)(=[O:15])=[O:14])=[N:4][CH:5]=[C:6]([C:8]([F:11])([F:10])[F:9])[CH:7]=1.Br.Br[CH2:28][C:29]1[CH:34]=[CH:33][CH:32]=[CH:31][N:30]=1, predict the reaction product. The product is: [Cl:1][C:2]1[C:3]([N:12]([CH2:28][C:29]2[CH:34]=[CH:33][CH:32]=[CH:31][N:30]=2)[S:13]([C:16]2[CH:25]=[CH:24][C:19]([C:20]([O:22][CH3:23])=[O:21])=[CH:18][CH:17]=2)(=[O:15])=[O:14])=[N:4][CH:5]=[C:6]([C:8]([F:11])([F:9])[F:10])[CH:7]=1. (4) The product is: [O:18]([C:25]1[CH:26]=[CH:27][C:28]([CH2:31][C:32]([NH:17][C:14]2[CH:15]=[C:16]3[C:11]([CH:10]=[N:9][N:8]3[CH2:7][CH2:6][N:1]3[CH2:5][CH2:4][CH2:3][CH2:2]3)=[CH:12][CH:13]=2)=[O:33])=[CH:29][CH:30]=1)[C:19]1[CH:24]=[CH:23][CH:22]=[CH:21][CH:20]=1. Given the reactants [N:1]1([CH2:6][CH2:7][N:8]2[C:16]3[C:11](=[CH:12][CH:13]=[C:14]([NH2:17])[CH:15]=3)[CH:10]=[N:9]2)[CH2:5][CH2:4][CH2:3][CH2:2]1.[O:18]([C:25]1[CH:30]=[CH:29][C:28]([CH2:31][C:32](O)=[O:33])=[CH:27][CH:26]=1)[C:19]1[CH:24]=[CH:23][CH:22]=[CH:21][CH:20]=1, predict the reaction product. (5) Given the reactants [C:1]([C:3]1[N:11]=[CH:10][C:9]([O:12][CH2:13][CH2:14][O:15][CH3:16])=[CH:8][C:4]=1[C:5]([NH2:7])=[O:6])#[CH:2].CNC, predict the reaction product. The product is: [NH4+:7].[OH-:6].[CH3:16][O:15][CH2:14][CH2:13][O:12][C:9]1[CH:10]=[N:11][C:3]2[CH:1]=[CH:2][NH:7][C:5](=[O:6])[C:4]=2[CH:8]=1. (6) Given the reactants [N+]([C:4]1[CH:9]=[C:8]([N+]([O-])=O)[CH:7]=[CH:6][C:5]=1[O-:13])([O-])=O.[NH2:14][N+:15]1[CH:20]=[CH:19][C:18]2[O:21][CH2:22][CH2:23][C:17]=2[CH:16]=1.C(=O)([O-])[O-].[K+].[K+].CC(=O)C#CCC.O, predict the reaction product. The product is: [CH2:8]([C:9]1[C:4]([C:5](=[O:13])[CH3:6])=[C:16]2[C:17]3[CH2:23][CH2:22][O:21][C:18]=3[CH:19]=[CH:20][N:15]2[N:14]=1)[CH3:7]. (7) Given the reactants S(=O)(O)O.[CH2:5]([O:12][C:13](=[O:25])[N:14]([CH2:22][CH:23]=[O:24])[CH2:15][CH:16]1[CH2:21][CH2:20][CH2:19][CH2:18][CH2:17]1)[C:6]1[CH:11]=[CH:10][CH:9]=[CH:8][CH:7]=1.CC1OCCC1.[OH-].[Na+], predict the reaction product. The product is: [CH2:5]([O:12][C:13](=[O:25])[N:14]([CH2:22][CH:23]=[O:24])[CH2:15][CH:16]1[CH2:17][CH2:18][CH2:19][CH2:20][CH2:21]1)[C:6]1[CH:11]=[CH:10][CH:9]=[CH:8][CH:7]=1.